From a dataset of Reaction yield outcomes from USPTO patents with 853,638 reactions. Predict the reaction yield, written as a fraction of the theoretical maximum amount of product (1.0 means a 100% yield; for example, 0.34 means a 34% yield). (1) The reactants are ClC1C=CC(C(=C2CCN(S(C3C(C)=NNC=3C)(=O)=O)CC2)C(OC)=O)=CC=1.[CH3:29][C:30]1[C:34]([S:35](Cl)(=[O:37])=[O:36])=[C:33]([CH3:39])[NH:32][N:31]=1.Cl.[Cl:41][C:42]1[CH:47]=[CH:46][C:45]([C:48]([F:55])=[C:49]2[CH2:54][CH2:53][NH:52][CH2:51][CH2:50]2)=[C:44]([F:56])[CH:43]=1. No catalyst specified. The product is [Cl:41][C:42]1[CH:47]=[CH:46][C:45]([C:48]([F:55])=[C:49]2[CH2:54][CH2:53][N:52]([S:35]([C:34]3[C:33]([CH3:39])=[N:32][NH:31][C:30]=3[CH3:29])(=[O:37])=[O:36])[CH2:51][CH2:50]2)=[C:44]([F:56])[CH:43]=1. The yield is 0.680. (2) The reactants are [C:1]([C:3]1[CH:8]=[CH:7][C:6]([N:9]2[C@H:13]3[CH2:14][CH2:15][CH2:16][CH2:17][C@@H:12]3[N:11]([C:18]3[CH:28]=[CH:27][C:21]([C:22]([O:24]CC)=[O:23])=[C:20]([CH3:29])[CH:19]=3)[C:10]2=[O:30])=[CH:5][C:4]=1[C:31]([F:34])([F:33])[F:32])#[N:2].O.[OH-].[Li+]. The catalyst is C1COCC1.O. The product is [C:1]([C:3]1[CH:8]=[CH:7][C:6]([N:9]2[C@H:13]3[CH2:14][CH2:15][CH2:16][CH2:17][C@@H:12]3[N:11]([C:18]3[CH:28]=[CH:27][C:21]([C:22]([OH:24])=[O:23])=[C:20]([CH3:29])[CH:19]=3)[C:10]2=[O:30])=[CH:5][C:4]=1[C:31]([F:33])([F:34])[F:32])#[N:2]. The yield is 0.319.